This data is from Catalyst prediction with 721,799 reactions and 888 catalyst types from USPTO. The task is: Predict which catalyst facilitates the given reaction. (1) Reactant: [CH2:1]([O:8][CH2:9][CH2:10][CH2:11][C@H:12]([C:21]1[C:25]([CH:26]2COB(C3C=CC=CC=3)[O:27]2)=[C:24]([C:37]2[CH:41]=[C:40]([C:42](=[O:47])[C:43]([CH3:46])([CH3:45])[CH3:44])[O:39][N:38]=2)[O:23][N:22]=1)[CH2:13][C:14]([O:16][C:17]([CH3:20])([CH3:19])[CH3:18])=[O:15])[C:2]1[CH:7]=[CH:6][CH:5]=[CH:4][CH:3]=1.C1COCC1.I([O-])(=O)(=O)=O.[Na+]. Product: [CH2:1]([O:8][CH2:9][CH2:10][CH2:11][C@H:12]([C:21]1[C:25]([CH:26]=[O:27])=[C:24]([C:37]2[CH:41]=[C:40]([C:42](=[O:47])[C:43]([CH3:46])([CH3:45])[CH3:44])[O:39][N:38]=2)[O:23][N:22]=1)[CH2:13][C:14]([O:16][C:17]([CH3:20])([CH3:19])[CH3:18])=[O:15])[C:2]1[CH:3]=[CH:4][CH:5]=[CH:6][CH:7]=1. The catalyst class is: 581. (2) The catalyst class is: 20. Product: [C:35]([O:34][C:32]([NH:31][C@@H:4]([CH2:5][C:6]1[CH:7]=[CH:8][C:9]([O:12][C:13]2[CH:18]=[CH:17][C:16]([O:19][C:20]3[CH:21]=[CH:22][C:23]([C:26]4[S:27][CH:28]=[CH:29][N:30]=4)=[CH:24][CH:25]=3)=[CH:15][CH:14]=2)=[CH:10][CH:11]=1)[C:3]([OH:39])=[O:2])=[O:33])([CH3:38])([CH3:36])[CH3:37]. Reactant: C[O:2][C:3](=[O:39])[C@@H:4]([NH:31][C:32]([O:34][C:35]([CH3:38])([CH3:37])[CH3:36])=[O:33])[CH2:5][C:6]1[CH:11]=[CH:10][C:9]([O:12][C:13]2[CH:18]=[CH:17][C:16]([O:19][C:20]3[CH:25]=[CH:24][C:23]([C:26]4[S:27][CH:28]=[CH:29][N:30]=4)=[CH:22][CH:21]=3)=[CH:15][CH:14]=2)=[CH:8][CH:7]=1.[OH-].[Na+]. (3) Product: [Cl:6][C:7]1[N:15]=[C:14]2[C:10]([N:11]=[C:12]([C:32]([OH:33])([CH3:34])[CH3:31])[N:13]2[CH:16]2[CH2:21][CH2:20][CH2:19][CH2:18][O:17]2)=[C:9]([Cl:22])[N:8]=1. The catalyst class is: 1. Reactant: [Li]CCCC.[Cl:6][C:7]1[N:15]=[C:14]2[C:10]([N:11]=[CH:12][N:13]2[CH:16]2[CH2:21][CH2:20][CH2:19][CH2:18][O:17]2)=[C:9]([Cl:22])[N:8]=1.CN(CCN(C)C)C.[CH3:31][C:32]([CH3:34])=[O:33]. (4) Reactant: [CH3:1][C:2]1[N:6]=[C:5]([C:7]2[N:8]=[C:9]3[N:19]([CH:20]=2)[CH2:18][CH2:17][O:16][C:15]2[C:10]3=[CH:11][CH:12]=[C:13]([C:21]3[CH:22]=[N:23][N:24]([CH3:32])[C:25]=3[CH:26]3[CH2:31][CH2:30][CH2:29][NH:28][CH2:27]3)[CH:14]=2)[N:4]([CH:33]([CH3:35])[CH3:34])[N:3]=1.Br[C:37]([CH3:44])([CH3:43])[C:38]([O:40][CH2:41][CH3:42])=[O:39].O. Product: [CH3:43][C:37]([N:28]1[CH2:29][CH2:30][CH2:31][CH:26]([C:25]2[N:24]([CH3:32])[N:23]=[CH:22][C:21]=2[C:13]2[CH:14]=[C:15]3[C:10](=[CH:11][CH:12]=2)[C:9]2[N:19]([CH:20]=[C:7]([C:5]4[N:4]([CH:33]([CH3:35])[CH3:34])[N:3]=[C:2]([CH3:1])[N:6]=4)[N:8]=2)[CH2:18][CH2:17][O:16]3)[CH2:27]1)([CH3:44])[C:38]([O:40][CH2:41][CH3:42])=[O:39]. The catalyst class is: 23. (5) Reactant: [OH-].[Na+].[Br:3][C:4]1[CH:9]=[C:8]([O:10][CH2:11][CH:12]2[CH2:14][CH2:13]2)[CH:7]=[CH:6][C:5]=1[CH2:15][C:16]([O:18]CC1CC1)=[O:17].O. Product: [Br:3][C:4]1[CH:9]=[C:8]([O:10][CH2:11][CH:12]2[CH2:13][CH2:14]2)[CH:7]=[CH:6][C:5]=1[CH2:15][C:16]([OH:18])=[O:17]. The catalyst class is: 5. (6) Reactant: [CH2:1]([Mg]Br)[CH3:2].[N:5]1[C:14]2[C:9](=[CH:10][C:11]([C:15]#[N:16])=[CH:12][CH:13]=2)[CH:8]=[CH:7][CH:6]=1.B(F)(F)F.CCOCC.Cl.[OH-].[Na+]. Product: [N:5]1[C:14]2[C:9](=[CH:10][C:11]([C:15]3([NH2:16])[CH2:2][CH2:1]3)=[CH:12][CH:13]=2)[CH:8]=[CH:7][CH:6]=1. The catalyst class is: 28.